From a dataset of Forward reaction prediction with 1.9M reactions from USPTO patents (1976-2016). Predict the product of the given reaction. (1) Given the reactants [C:1]([C:5]1[CH:10]=[CH:9][C:8]([N:11]([CH2:24][C:25]2[CH:30]=[CH:29][C:28]([C:31](=[O:38])[NH:32][C:33]3[N:34]=[N:35][NH:36][N:37]=3)=[CH:27][CH:26]=2)[C:12](=[O:23])[NH:13][C:14]2[CH:15]=[C:16]([CH:20]=[CH:21][CH:22]=2)[C:17]([OH:19])=[O:18])=[CH:7][CH:6]=1)([CH3:4])([CH3:3])[CH3:2].N1C=CC=CC=1.FC(F)(F)C(O[C:50]1[C:55]([F:56])=[C:54]([F:57])[C:53]([F:58])=[C:52]([F:59])[C:51]=1[F:60])=O, predict the reaction product. The product is: [F:56][C:55]1[C:50]([O:18][C:17](=[O:19])[C:16]2[CH:20]=[CH:21][CH:22]=[C:14]([NH:13][C:12]([N:11]([C:8]3[CH:7]=[CH:6][C:5]([C:1]([CH3:4])([CH3:2])[CH3:3])=[CH:10][CH:9]=3)[CH2:24][C:25]3[CH:30]=[CH:29][C:28]([C:31](=[O:38])[NH:32][C:33]4[N:34]=[N:35][NH:36][N:37]=4)=[CH:27][CH:26]=3)=[O:23])[CH:15]=2)=[C:51]([F:60])[C:52]([F:59])=[C:53]([F:58])[C:54]=1[F:57]. (2) Given the reactants [CH3:1][N:2]1[CH2:7][CH2:6][CH:5]([CH2:8][N:9]2[CH2:14][CH2:13][NH:12][CH2:11][CH2:10]2)[CH2:4][CH2:3]1.[CH:15]([NH:28][CH2:29][C:30](O)=[O:31])([C:22]1[CH:27]=[CH:26][CH:25]=[CH:24][CH:23]=1)[C:16]1[CH:21]=[CH:20][CH:19]=[CH:18][CH:17]=1.Cl.C(N=C=NCCCN(C)C)C, predict the reaction product. The product is: [CH:15]([NH:28][CH2:29][C:30]([N:12]1[CH2:13][CH2:14][N:9]([CH2:8][CH:5]2[CH2:6][CH2:7][N:2]([CH3:1])[CH2:3][CH2:4]2)[CH2:10][CH2:11]1)=[O:31])([C:22]1[CH:23]=[CH:24][CH:25]=[CH:26][CH:27]=1)[C:16]1[CH:21]=[CH:20][CH:19]=[CH:18][CH:17]=1. (3) Given the reactants [OH:1][C:2]1[CH:3]=[C:4]([CH:7]=[CH:8][C:9]=1[OH:10])[CH:5]=[O:6].[C:11]1([CH3:21])[CH:16]=[CH:15][C:14]([S:17](Cl)(=[O:19])=[O:18])=[CH:13][CH:12]=1, predict the reaction product. The product is: [CH:5]([C:4]1[CH:7]=[CH:8][C:9]([O:10][S:17]([C:14]2[CH:15]=[CH:16][C:11]([CH3:21])=[CH:12][CH:13]=2)(=[O:19])=[O:18])=[C:2]([O:1][S:17]([C:14]2[CH:15]=[CH:16][C:11]([CH3:21])=[CH:12][CH:13]=2)(=[O:19])=[O:18])[CH:3]=1)=[O:6]. (4) The product is: [C:13]1([CH:19]([C:31]2[CH:36]=[CH:35][CH:34]=[CH:33][CH:32]=2)[N:20]2[CH2:25][CH2:24][CH:23]([CH2:26][CH2:27][CH2:28][CH2:29][NH:30][C:3](=[O:12])[CH2:4][CH2:5][C:6]3[CH:7]=[N:8][CH:9]=[CH:10][CH:11]=3)[CH2:22][CH2:21]2)[CH:14]=[CH:15][CH:16]=[CH:17][CH:18]=1. Given the reactants CO[C:3](=[O:12])[CH2:4][CH2:5][C:6]1[CH:7]=[N:8][CH:9]=[CH:10][CH:11]=1.[C:13]1([CH:19]([C:31]2[CH:36]=[CH:35][CH:34]=[CH:33][CH:32]=2)[N:20]2[CH2:25][CH2:24][CH:23]([CH2:26][CH2:27][CH2:28][CH2:29][NH2:30])[CH2:22][CH2:21]2)[CH:18]=[CH:17][CH:16]=[CH:15][CH:14]=1.C[O-].[Na+], predict the reaction product. (5) Given the reactants [OH:1][C:2]1[CH:3]=[C:4]2[C:8](=[CH:9][CH:10]=1)[CH2:7][C@H:6]([NH:11][S:12]([CH:15]([CH3:17])[CH3:16])(=[O:14])=[O:13])[CH2:5]2.[N:18]1[CH:23]=[CH:22][CH:21]=[CH:20][C:19]=1[CH2:24]O.C1(P(C2C=CC=CC=2)C2C=CC=CC=2)C=CC=CC=1.N(C(OC(C)C)=O)=NC(OC(C)C)=O, predict the reaction product. The product is: [N:18]1[CH:23]=[CH:22][CH:21]=[CH:20][C:19]=1[CH2:24][O:1][C:2]1[CH:3]=[C:4]2[C:8](=[CH:9][CH:10]=1)[CH2:7][C@H:6]([NH:11][S:12]([CH:15]([CH3:17])[CH3:16])(=[O:14])=[O:13])[CH2:5]2. (6) Given the reactants [CH3:1][C:2]1([CH3:17])[O:6][CH:5]([CH2:7][N:8]2[C:16]3[C:11](=[CH:12][CH:13]=[CH:14][CH:15]=3)[CH:10]=[CH:9]2)[CH2:4][O:3]1.[F:18][C:19]([F:30])([F:29])[C:20](O[C:20](=[O:21])[C:19]([F:30])([F:29])[F:18])=[O:21], predict the reaction product. The product is: [CH3:1][C:2]1([CH3:17])[O:6][CH:5]([CH2:7][N:8]2[C:16]3[C:11](=[CH:12][CH:13]=[CH:14][CH:15]=3)[C:10]([C:20](=[O:21])[C:19]([F:30])([F:29])[F:18])=[CH:9]2)[CH2:4][O:3]1. (7) Given the reactants [Cl:1][C:2]1[CH:10]=[CH:9][CH:8]=[C:7]([O:11][CH3:12])[C:3]=1[C:4](O)=[O:5].O1CCCC1.B, predict the reaction product. The product is: [Cl:1][C:2]1[CH:10]=[CH:9][CH:8]=[C:7]([O:11][CH3:12])[C:3]=1[CH2:4][OH:5].